This data is from Reaction yield outcomes from USPTO patents with 853,638 reactions. The task is: Predict the reaction yield, written as a fraction of the theoretical maximum amount of product (1.0 means a 100% yield; for example, 0.34 means a 34% yield). (1) The reactants are [CH2:1]([O:3][C:4](=[O:15])[CH:5]([CH2:11][CH:12]([CH3:14])[CH3:13])[C:6]([O:8][CH2:9][CH3:10])=[O:7])[CH3:2].[H-].[Na+].C1C(=O)N([Br:25])C(=O)C1. The catalyst is C1COCC1. The product is [CH2:1]([O:3][C:4](=[O:15])[C:5]([Br:25])([CH2:11][CH:12]([CH3:13])[CH3:14])[C:6]([O:8][CH2:9][CH3:10])=[O:7])[CH3:2]. The yield is 0.880. (2) The reactants are [OH:1][CH2:2][C:3]1O[CH:5]=[C:6]([O:10][CH2:11][C:12]2[CH:17]=[CH:16][C:15]([O:18][CH3:19])=[CH:14][CH:13]=2)[C:7](=[O:9])[CH:8]=1.Cl.[NH2:21][OH:22]. The catalyst is N1C=CC=CC=1. The product is [OH:22][N:21]1[CH:5]=[C:6]([O:10][CH2:11][C:12]2[CH:17]=[CH:16][C:15]([O:18][CH3:19])=[CH:14][CH:13]=2)[C:7](=[O:9])[CH:8]=[C:3]1[CH2:2][OH:1]. The yield is 0.380. (3) The reactants are C(OC([N:8]1[CH2:13][CH2:12][N:11]([C:14]2[CH:19]=[CH:18][C:17]([NH:20][S:21]([C:24]3[CH:29]=[CH:28][C:27]([C@H:30]([CH3:33])[CH2:31][F:32])=[CH:26][CH:25]=3)(=[O:23])=[O:22])=[C:16]([CH3:34])[N:15]=2)[CH2:10][CH2:9]1)=O)(C)(C)C.[Br:35]N1C(=O)CCC1=O. The product is [Br:35][C:19]1[CH:18]=[C:17]([NH:20][S:21]([C:24]2[CH:29]=[CH:28][C:27]([C@H:30]([CH3:33])[CH2:31][F:32])=[CH:26][CH:25]=2)(=[O:23])=[O:22])[C:16]([CH3:34])=[N:15][C:14]=1[N:11]1[CH2:12][CH2:13][NH:8][CH2:9][CH2:10]1. The catalyst is C(#N)C. The yield is 0.380. (4) The reactants are [F:1][C:2]1[CH:7]=[CH:6][C:5]([C:8]2[O:9][C:10]3[CH:20]=[CH:19][C:18]([C:21]4[CH:22]=[C:23]([CH:27]=[CH:28][CH:29]=4)[C:24](O)=[O:25])=[CH:17][C:11]=3[C:12]=2[C:13](=[O:16])[NH:14][CH3:15])=[CH:4][CH:3]=1.CCN=C=NCCCN(C)C.Cl.[C:42]1([S:48]([NH2:51])(=[O:50])=[O:49])[CH:47]=[CH:46][CH:45]=[CH:44][CH:43]=1.ClCCCl. The catalyst is CN(C1C=CN=CC=1)C.CN(C=O)C. The product is [F:1][C:2]1[CH:7]=[CH:6][C:5]([C:8]2[O:9][C:10]3[CH:20]=[CH:19][C:18]([C:21]4[CH:29]=[CH:28][CH:27]=[C:23]([C:24](=[O:25])[NH:51][S:48]([C:42]5[CH:47]=[CH:46][CH:45]=[CH:44][CH:43]=5)(=[O:50])=[O:49])[CH:22]=4)=[CH:17][C:11]=3[C:12]=2[C:13]([NH:14][CH3:15])=[O:16])=[CH:4][CH:3]=1. The yield is 0.670. (5) The reactants are [Cl-].O[NH3+:3].[C:4](=[O:7])([O-])[OH:5].[Na+].CS(C)=O.[CH3:13][C:14]1[N:15]([CH2:39][C:40]2[CH:45]=[CH:44][CH:43]=[CH:42][N:41]=2)[C:16](=[O:38])[C:17]([CH2:23][C:24]2[CH:29]=[CH:28][C:27]([C:30]3[C:31]([C:36]#[N:37])=[CH:32][CH:33]=[CH:34][CH:35]=3)=[CH:26][CH:25]=2)=[C:18]([CH2:20][CH2:21][CH3:22])[N:19]=1. The catalyst is C(OCC)(=O)C. The product is [CH3:13][C:14]1[N:15]([CH2:39][C:40]2[CH:45]=[CH:44][CH:43]=[CH:42][N:41]=2)[C:16](=[O:38])[C:17]([CH2:23][C:24]2[CH:25]=[CH:26][C:27]([C:30]3[CH:35]=[CH:34][CH:33]=[CH:32][C:31]=3[C:36]3[NH:3][C:4](=[O:7])[O:5][N:37]=3)=[CH:28][CH:29]=2)=[C:18]([CH2:20][CH2:21][CH3:22])[N:19]=1. The yield is 0.700.